This data is from Reaction yield outcomes from USPTO patents with 853,638 reactions. The task is: Predict the reaction yield, written as a fraction of the theoretical maximum amount of product (1.0 means a 100% yield; for example, 0.34 means a 34% yield). (1) The reactants are I[C:2]1[CH:3]=[CH:4][C:5](=[O:11])[N:6]([CH:8]([CH3:10])[CH3:9])[CH:7]=1.[CH:12]([C:14]1[S:18][C:17](B(O)O)=[CH:16][CH:15]=1)=[O:13].C([O-])([O-])=O.[Na+].[Na+]. The catalyst is C1(C)C=CC=CC=1.C(O)C.C1C=CC([P]([Pd]([P](C2C=CC=CC=2)(C2C=CC=CC=2)C2C=CC=CC=2)([P](C2C=CC=CC=2)(C2C=CC=CC=2)C2C=CC=CC=2)[P](C2C=CC=CC=2)(C2C=CC=CC=2)C2C=CC=CC=2)(C2C=CC=CC=2)C2C=CC=CC=2)=CC=1. The product is [CH:8]([N:6]1[C:5](=[O:11])[CH:4]=[CH:3][C:2]([C:17]2[S:18][C:14]([CH:12]=[O:13])=[CH:15][CH:16]=2)=[CH:7]1)([CH3:10])[CH3:9]. The yield is 0.533. (2) The reactants are [F:1][C:2]1[CH:3]=[CH:4][C:5]2[N:6]([C:8]([N:11]3[CH2:16][CH2:15][N:14]([CH2:17][CH2:18][OH:19])[CH2:13][CH2:12]3)=[N:9][N:10]=2)[CH:7]=1.CCN(CC)CC.FC(F)(F)S(O[Si:33]([CH:40]([CH3:42])[CH3:41])([CH:37]([CH3:39])[CH3:38])[CH:34]([CH3:36])[CH3:35])(=O)=O. The catalyst is C(Cl)Cl.O. The product is [F:1][C:2]1[CH:3]=[CH:4][C:5]2[N:6]([C:8]([N:11]3[CH2:16][CH2:15][N:14]([CH2:17][CH2:18][O:19][Si:33]([CH:40]([CH3:42])[CH3:41])([CH:37]([CH3:39])[CH3:38])[CH:34]([CH3:36])[CH3:35])[CH2:13][CH2:12]3)=[N:9][N:10]=2)[CH:7]=1. The yield is 0.900. (3) The reactants are [C:1]([O:11][C:12]([C:15]([CH2:18][CH2:19][S:20](Cl)(=[O:22])=[O:21])([F:17])[F:16])([F:14])[F:13])([C:4]([C:7]([F:10])([F:9])[F:8])([F:6])[F:5])([F:3])[F:2].[CH3:24][N:25]([CH2:27][CH2:28][CH2:29][NH2:30])[CH3:26]. No catalyst specified. The product is [C:1]([O:11][C:12]([C:15]([CH2:18][CH2:19][S:20]([NH:30][CH2:29][CH2:28][CH2:27][N:25]([CH3:26])[CH3:24])(=[O:22])=[O:21])([F:17])[F:16])([F:14])[F:13])([C:4]([C:7]([F:10])([F:9])[F:8])([F:6])[F:5])([F:3])[F:2]. The yield is 0.872. (4) The reactants are [CH2:1]([OH:4])[CH2:2][CH3:3].[H-].[Na+].[Br:7][C:8]1[CH:13]=[C:12]([S:14]([CH2:17][CH3:18])(=[O:16])=[O:15])[CH:11]=[CH:10][C:9]=1F.[NH4+].[Cl-]. The catalyst is C1COCC1.CC(=O)OCC. The product is [Br:7][C:8]1[CH:13]=[C:12]([S:14]([CH2:17][CH3:18])(=[O:16])=[O:15])[CH:11]=[CH:10][C:9]=1[O:4][CH2:1][CH2:2][CH3:3]. The yield is 0.523. (5) The reactants are C(OC([N:8]1[CH2:13][CH2:12][CH:11]([C:14]2[C:18]3[CH:19]=[N:20][C:21]([N:23]([CH3:25])[CH3:24])=[CH:22][C:17]=3[NH:16][CH:15]=2)[CH2:10][CH2:9]1)=O)(C)(C)C.C(O)(C(F)(F)F)=O.C(Cl)Cl. No catalyst specified. The product is [CH3:24][N:23]([CH3:25])[C:21]1[N:20]=[CH:19][C:18]2[C:14]([CH:11]3[CH2:12][CH2:13][NH:8][CH2:9][CH2:10]3)=[CH:15][NH:16][C:17]=2[CH:22]=1. The yield is 1.00. (6) The yield is 0.990. The product is [OH:7][C:8]1[CH:9]=[C:10]([CH2:14][C@H:15]([O:20][CH:21]([CH3:23])[CH3:22])[C:16]([O:18][CH3:19])=[O:17])[CH:11]=[CH:12][CH:13]=1. The catalyst is CO. The reactants are C([O:7][C:8]1[CH:9]=[C:10]([CH2:14][C@H:15]([O:20][CH:21]([CH3:23])[CH3:22])[C:16]([O:18][CH3:19])=[O:17])[CH:11]=[CH:12][CH:13]=1)(=O)C(C)(C)C.S(=O)(=O)(O)O.C1(C)C=CC=CC=1.O.